The task is: Predict which catalyst facilitates the given reaction.. This data is from Catalyst prediction with 721,799 reactions and 888 catalyst types from USPTO. (1) Reactant: [C:1]([SiH2:5][O:6][C:7]([CH3:16])([CH3:15])[C:8]1[CH:9]=[C:10]([OH:14])[CH:11]=[N:12][CH:13]=1)([CH3:4])([CH3:3])[CH3:2].C(N(CC)CC)C.[F:24][C:25]([F:38])([F:37])[S:26](O[S:26]([C:25]([F:38])([F:37])[F:24])(=[O:28])=[O:27])(=[O:28])=[O:27]. Product: [C:1]([SiH2:5][O:6][C:7]([CH3:16])([CH3:15])[C:8]1[CH:9]=[C:10]([O:14][S:26]([C:25]([F:38])([F:37])[F:24])(=[O:28])=[O:27])[CH:11]=[N:12][CH:13]=1)([CH3:4])([CH3:2])[CH3:3]. The catalyst class is: 46. (2) Reactant: [NH2:1][CH2:2][C:3]1[S:4][C:5]2[CH:11]=[CH:10][C:9]([NH:12][C:13](=[O:24])[C:14]3[CH:19]=[CH:18][C:17]([C:20]([CH3:23])([CH3:22])[CH3:21])=[CH:16][CH:15]=3)=[CH:8][C:6]=2[N:7]=1.[C:25](Cl)(=[O:27])[CH3:26].CCN(CC)CC. Product: [C:25]([NH:1][CH2:2][C:3]1[S:4][C:5]2[CH:11]=[CH:10][C:9]([NH:12][C:13](=[O:24])[C:14]3[CH:15]=[CH:16][C:17]([C:20]([CH3:21])([CH3:23])[CH3:22])=[CH:18][CH:19]=3)=[CH:8][C:6]=2[N:7]=1)(=[O:27])[CH3:26]. The catalyst class is: 2. (3) Product: [F:23][C:2]([F:1])([F:22])[C:3]1[CH:17]=[C:16]([C:18]([F:21])([F:20])[F:19])[CH:15]=[CH:14][C:4]=1[CH2:5][N:6]1[CH2:11][CH2:10][CH:9](/[CH:12]=[C:35]2/[C:31]([NH:30][CH2:29][C:28]#[C:27][CH:24]3[CH2:26][CH2:25]3)=[N:32][C:33](=[O:36])[S:34]/2)[CH2:8][CH2:7]1. The catalyst class is: 41. Reactant: [F:1][C:2]([F:23])([F:22])[C:3]1[CH:17]=[C:16]([C:18]([F:21])([F:20])[F:19])[CH:15]=[CH:14][C:4]=1[CH2:5][N:6]1[CH2:11][CH2:10][CH:9]([CH:12]=O)[CH2:8][CH2:7]1.[CH:24]1([C:27]#[C:28][CH2:29][NH:30][C:31]2[CH2:35][S:34][C:33](=[O:36])[N:32]=2)[CH2:26][CH2:25]1.C([O-])(=O)C.[NH2+]1CCCCC1. (4) Reactant: Cl[C:2]1[CH:7]=[CH:6][C:5]([N+:8]([O-:10])=[O:9])=[CH:4][C:3]=1[N+:11]([O-:13])=[O:12].[NH2:14][CH2:15][C:16]1[N:20]([CH2:21][C:22]([NH:24][CH2:25][CH2:26][CH2:27][CH2:28][C@@H:29]([NH:37][C:38](=[O:57])[NH:39][C@H:40]([CH2:48][CH2:49][C:50]([O:52][C:53]([CH3:56])([CH3:55])[CH3:54])=[O:51])[C:41]([O:43][C:44]([CH3:47])([CH3:46])[CH3:45])=[O:42])[C:30]([O:32][C:33]([CH3:36])([CH3:35])[CH3:34])=[O:31])=[O:23])[N:19]=[N:18][C:17]=1[I:58]. Product: [C:33]([O:32][C:30](=[O:31])[CH:29]([NH:37][C:38](=[O:57])[NH:39][CH:40]([CH2:48][CH2:49][C:50]([O:52][C:53]([CH3:56])([CH3:55])[CH3:54])=[O:51])[C:41]([O:43][C:44]([CH3:47])([CH3:46])[CH3:45])=[O:42])[CH2:28][CH2:27][CH2:26][CH2:25][NH:24][C:22](=[O:23])[CH2:21][N:20]1[C:16]([CH2:15][NH:14][C:2]2[CH:7]=[CH:6][C:5]([N+:8]([O-:10])=[O:9])=[CH:4][C:3]=2[N+:11]([O-:13])=[O:12])=[C:17]([I:58])[N:18]=[N:19]1)([CH3:34])([CH3:35])[CH3:36]. The catalyst class is: 8. (5) Reactant: [CH3:1][N:2]([CH3:22])[C:3]([N:5]1[CH2:9][CH:8]2[CH2:10][C:11]([CH2:15][C:16]3[CH:21]=[CH:20][CH:19]=[CH:18][CH:17]=3)([CH:13]=[O:14])[CH2:12][CH:7]2[CH2:6]1)=[O:4].O.O.P([O-])(O)(O)=[O:26].[Na+].Cl([O-])=O.[Na+].CC(=CC)C. Product: [CH2:15]([C:11]1([C:13]([OH:26])=[O:14])[CH2:12][CH:7]2[CH2:6][N:5]([C:3](=[O:4])[N:2]([CH3:1])[CH3:22])[CH2:9][CH:8]2[CH2:10]1)[C:16]1[CH:17]=[CH:18][CH:19]=[CH:20][CH:21]=1. The catalyst class is: 30.